Dataset: NCI-60 drug combinations with 297,098 pairs across 59 cell lines. Task: Regression. Given two drug SMILES strings and cell line genomic features, predict the synergy score measuring deviation from expected non-interaction effect. (1) Drug 1: C1CC(C1)(C(=O)O)C(=O)O.[NH2-].[NH2-].[Pt+2]. Drug 2: C1=NC(=NC(=O)N1C2C(C(C(O2)CO)O)O)N. Cell line: SNB-75. Synergy scores: CSS=12.9, Synergy_ZIP=-1.80, Synergy_Bliss=0.513, Synergy_Loewe=1.75, Synergy_HSA=1.54. (2) Drug 1: CCCS(=O)(=O)NC1=C(C(=C(C=C1)F)C(=O)C2=CNC3=C2C=C(C=N3)C4=CC=C(C=C4)Cl)F. Drug 2: COC1=CC(=CC(=C1O)OC)C2C3C(COC3=O)C(C4=CC5=C(C=C24)OCO5)OC6C(C(C7C(O6)COC(O7)C8=CC=CS8)O)O. Cell line: SK-MEL-28. Synergy scores: CSS=45.4, Synergy_ZIP=-0.801, Synergy_Bliss=0.803, Synergy_Loewe=-6.63, Synergy_HSA=3.14. (3) Drug 1: CS(=O)(=O)C1=CC(=C(C=C1)C(=O)NC2=CC(=C(C=C2)Cl)C3=CC=CC=N3)Cl. Drug 2: CC12CCC(CC1=CCC3C2CCC4(C3CC=C4C5=CN=CC=C5)C)O. Cell line: SNB-19. Synergy scores: CSS=2.38, Synergy_ZIP=-0.271, Synergy_Bliss=0.804, Synergy_Loewe=-0.698, Synergy_HSA=0.389. (4) Drug 1: CN1C2=C(C=C(C=C2)N(CCCl)CCCl)N=C1CCCC(=O)O.Cl. Drug 2: CN(C(=O)NC(C=O)C(C(C(CO)O)O)O)N=O. Cell line: SF-268. Synergy scores: CSS=1.52, Synergy_ZIP=-0.741, Synergy_Bliss=-1.62, Synergy_Loewe=-1.66, Synergy_HSA=-1.64. (5) Drug 1: CC12CCC(CC1=CCC3C2CCC4(C3CC=C4C5=CN=CC=C5)C)O. Drug 2: CC(C)CN1C=NC2=C1C3=CC=CC=C3N=C2N. Cell line: UO-31. Synergy scores: CSS=1.42, Synergy_ZIP=-5.22, Synergy_Bliss=-9.16, Synergy_Loewe=-11.4, Synergy_HSA=-8.94.